Dataset: TCR-epitope binding with 47,182 pairs between 192 epitopes and 23,139 TCRs. Task: Binary Classification. Given a T-cell receptor sequence (or CDR3 region) and an epitope sequence, predict whether binding occurs between them. (1) The epitope is KPLEFGATSAAL. The TCR CDR3 sequence is CASSQPGLAGSEYF. Result: 1 (the TCR binds to the epitope). (2) The epitope is YLNTLTLAV. The TCR CDR3 sequence is CATGDRLNTGELFF. Result: 1 (the TCR binds to the epitope).